The task is: Predict the reactants needed to synthesize the given product.. This data is from Full USPTO retrosynthesis dataset with 1.9M reactions from patents (1976-2016). (1) Given the product [F:25][C:2]([F:24])([F:1])[C:3]1[CH:8]=[CH:7][C:6]([S:9]([O:12][C:13]2[CH:18]=[CH:17][CH:16]=[CH:15][C:14]=2[CH:19]2[CH2:21][CH:20]2[C:22]([OH:35])=[O:23])(=[O:10])=[O:11])=[CH:5][CH:4]=1, predict the reactants needed to synthesize it. The reactants are: [F:1][C:2]([F:25])([F:24])[C:3]1[CH:8]=[CH:7][C:6]([S:9]([O:12][C:13]2[CH:18]=[CH:17][CH:16]=[CH:15][C:14]=2[CH:19]2[CH2:21][CH:20]2[CH2:22][OH:23])(=[O:11])=[O:10])=[CH:5][CH:4]=1.C(Cl)(Cl)(Cl)Cl.C(#N)C.I([O-])(=O)(=O)=[O:35].[Na+]. (2) Given the product [NH2:1][C:2]1[C:11]2[C:6](=[C:7]([C:28]3[C:23]([O:22][CH3:21])=[N:24][C:25]([O:32][CH3:33])=[CH:26][CH:27]=3)[C:8]([F:12])=[CH:9][CH:10]=2)[N:5]=[N:4][C:3]=1[C:14]([NH:16][CH:17]1[CH2:20][CH2:19][CH2:18]1)=[O:15], predict the reactants needed to synthesize it. The reactants are: [NH2:1][C:2]1[C:11]2[C:6](=[C:7](Br)[C:8]([F:12])=[CH:9][CH:10]=2)[N:5]=[N:4][C:3]=1[C:14]([NH:16][CH:17]1[CH2:20][CH2:19][CH2:18]1)=[O:15].[CH3:21][O:22][C:23]1[C:28](B(O)O)=[CH:27][CH:26]=[C:25]([O:32][CH3:33])[N:24]=1. (3) Given the product [NH2:30][CH2:29][C:27]1[N:26]=[C:25]([C:41]2[CH:46]=[CH:45][C:44]([CH3:47])=[CH:43][CH:42]=2)[N:24]([C@@H:20]([C:9]2[O:10][C:11]3[C:16]([C:17](=[O:18])[C:8]=2[CH2:1][C:2]2[CH:7]=[CH:6][CH:5]=[CH:4][CH:3]=2)=[CH:15][CH:14]=[C:13]([Cl:19])[CH:12]=3)[CH:21]([CH3:23])[CH3:22])[CH:28]=1, predict the reactants needed to synthesize it. The reactants are: [CH2:1]([CH:8]1[C:17](=[O:18])[C:16]2[C:11](=[CH:12][C:13]([Cl:19])=[CH:14][CH:15]=2)[O:10][CH:9]1[C@H:20]([N:24]1[CH:28]=[C:27]([CH2:29][N:30]2C(=O)C3=CC=CC=C3C2=O)[N:26]=[C:25]1[C:41]1[CH:46]=[CH:45][C:44]([CH3:47])=[CH:43][CH:42]=1)[CH:21]([CH3:23])[CH3:22])[C:2]1[CH:7]=[CH:6][CH:5]=[CH:4][CH:3]=1.O.NN. (4) Given the product [NH2:36][C:35]1[S:37]/[C:31](=[CH:1]\[C:3]2[CH:4]=[C:5]3[C:10](=[CH:11][CH:12]=2)[N:9]=[CH:8][C:7]([C:13]#[N:14])=[C:6]3[CH3:15])/[C:32](=[O:33])[N:34]=1, predict the reactants needed to synthesize it. The reactants are: [CH:1]([C:3]1[CH:4]=[C:5]2[C:10](=[CH:11][CH:12]=1)[N:9]=[CH:8][C:7]([C:13]#[N:14])=[C:6]2[CH3:15])=O.COC1C=CC(/C=[C:31]2/[C:32]([NH:34][C:35]([S:37]/2)=[NH:36])=[O:33])=CC=1OC1CCCC1.C([O-])(=O)C.[Na+]. (5) Given the product [CH3:18][CH:16]([CH:15]([OH:19])[CH2:14][CH:13]([OH:20])[CH:11]([CH3:12])[CH3:10])[CH3:17], predict the reactants needed to synthesize it. The reactants are: CCC(=O)CC(=O)CC.[CH3:10][CH:11]([C:13](=[O:20])[CH2:14][C:15](=[O:19])[CH:16]([CH3:18])[CH3:17])[CH3:12].